This data is from Forward reaction prediction with 1.9M reactions from USPTO patents (1976-2016). The task is: Predict the product of the given reaction. (1) Given the reactants [Cl:1][C:2]1[CH:11]=[CH:10][C:9]2[C:4](=[C:5]([N+:12]([O-])=O)[CH:6]=[CH:7][CH:8]=2)[N:3]=1.O.NN, predict the reaction product. The product is: [Cl:1][C:2]1[CH:11]=[CH:10][C:9]2[C:4](=[C:5]([NH2:12])[CH:6]=[CH:7][CH:8]=2)[N:3]=1. (2) Given the reactants [CH2:1]([O:3][C:4](=[O:13])[C:5]1[CH:10]=[CH:9][C:8]([OH:11])=[CH:7][C:6]=1[CH3:12])[CH3:2].N1C=CN=C1.[Si:19](Cl)([C:22]([CH3:25])([CH3:24])[CH3:23])([CH3:21])[CH3:20], predict the reaction product. The product is: [CH2:1]([O:3][C:4](=[O:13])[C:5]1[CH:10]=[CH:9][C:8]([O:11][Si:19]([C:22]([CH3:25])([CH3:24])[CH3:23])([CH3:21])[CH3:20])=[CH:7][C:6]=1[CH3:12])[CH3:2]. (3) Given the reactants [C:1]([O:5][C:6](=[O:44])[NH:7][C:8]1[CH:9]=[C:10]2[CH:16]=[C:15]([C:17]([C:25]3[CH:30]=[CH:29][C:28]([S:31]([CH3:34])(=[O:33])=[O:32])=[CH:27][CH:26]=3)=[CH:18][CH:19]3[CH2:24][CH2:23][O:22][CH2:21][CH2:20]3)[N:14](S(C3C=CC=CC=3)(=O)=O)[C:11]2=[N:12][CH:13]=1)([CH3:4])([CH3:3])[CH3:2].[F-].C([N+](CCCC)(CCCC)CCCC)CCC.O1CCCC1, predict the reaction product. The product is: [C:1]([O:5][C:6](=[O:44])[NH:7][C:8]1[CH:9]=[C:10]2[CH:16]=[C:15]([C:17]([C:25]3[CH:26]=[CH:27][C:28]([S:31]([CH3:34])(=[O:33])=[O:32])=[CH:29][CH:30]=3)=[CH:18][CH:19]3[CH2:20][CH2:21][O:22][CH2:23][CH2:24]3)[NH:14][C:11]2=[N:12][CH:13]=1)([CH3:3])([CH3:4])[CH3:2]. (4) The product is: [Br:1][C:2]1[CH:6]=[C:5]([C:7]([OH:9])=[O:8])[N:4]([C:12]2[C:17]([Cl:18])=[CH:16][C:15]([Cl:19])=[CH:14][N:13]=2)[N:3]=1. Given the reactants [Br:1][C:2]1[CH:6]=[C:5]([C:7]([O:9]CC)=[O:8])[N:4]([C:12]2[C:17]([Cl:18])=[CH:16][C:15]([Cl:19])=[CH:14][N:13]=2)[N:3]=1.CO.[OH-].[Na+], predict the reaction product. (5) The product is: [F:1][C:2]1[CH:3]=[C:4]([CH:9]([OH:11])[CH3:10])[CH:5]=[C:6]([F:8])[CH:7]=1. Given the reactants [F:1][C:2]1[CH:3]=[C:4]([C:9](=[O:11])[CH3:10])[CH:5]=[C:6]([F:8])[CH:7]=1.[BH4-].[Na+], predict the reaction product. (6) Given the reactants Cl.[NH2:2][C@@H:3]([C@H:6]([CH3:11])[C:7]([F:10])([F:9])[F:8])[CH2:4][OH:5].CN1CCOCC1.[Si](Cl)(C)(C)C.[Cl:24][C:25]1[S:29][C:28]([S:30](Cl)(=[O:32])=[O:31])=[CH:27][CH:26]=1, predict the reaction product. The product is: [Cl:24][C:25]1[S:29][C:28]([S:30]([NH:2][C@H:3]([CH2:4][OH:5])[C@H:6]([CH3:11])[C:7]([F:10])([F:9])[F:8])(=[O:32])=[O:31])=[CH:27][CH:26]=1.